The task is: Predict the reaction yield, written as a fraction of the theoretical maximum amount of product (1.0 means a 100% yield; for example, 0.34 means a 34% yield).. This data is from Reaction yield outcomes from USPTO patents with 853,638 reactions. (1) The reactants are [CH3:1][O:2][C:3]([NH:5][C@H:6]([C:10]([N:12]1[C:16]2([CH2:21][CH2:20][O:19][CH2:18][CH2:17]2)[CH2:15][CH2:14][CH:13]1[C:22]([O:24]CC)=[O:23])=[O:11])[CH:7]([CH3:9])[CH3:8])=[O:4].O.[OH-].[Li+].Cl. The catalyst is C1COCC1.O.CO. The yield is 0.720. The product is [CH3:1][O:2][C:3]([NH:5][C@H:6]([C:10]([N:12]1[C:16]2([CH2:17][CH2:18][O:19][CH2:20][CH2:21]2)[CH2:15][CH2:14][CH:13]1[C:22]([OH:24])=[O:23])=[O:11])[CH:7]([CH3:9])[CH3:8])=[O:4]. (2) The reactants are [Br:1][CH2:2][C:3]1[CH:19]=[CH:18][C:6]([C:7]([C:9]2[CH:14]=[CH:13][C:12]([N+:15]([O-:17])=[O:16])=[CH:11][CH:10]=2)=O)=[CH:5][CH:4]=1.FC(F)(F)S(O)(=O)=O.C([SiH](CC)CC)C.C(=O)(O)[O-].[Na+]. The catalyst is ClCCl. The product is [Br:1][CH2:2][C:3]1[CH:19]=[CH:18][C:6]([CH2:7][C:9]2[CH:14]=[CH:13][C:12]([N+:15]([O-:17])=[O:16])=[CH:11][CH:10]=2)=[CH:5][CH:4]=1. The yield is 0.560. (3) The reactants are [N:1]1([NH:7][C:8]([C:10]2[N:11]=[C:12]([C:25]3[CH:30]=[CH:29][C:28]([Cl:31])=[CH:27][C:26]=3[Cl:32])[N:13]([C:17]3[CH:22]=[CH:21][C:20]([O:23]C)=[CH:19][CH:18]=3)[C:14]=2[CH2:15][OH:16])=[O:9])[CH2:6][CH2:5][CH2:4][CH2:3][CH2:2]1.B(Br)(Br)Br. The catalyst is ClCCl. The product is [N:1]1([NH:7][C:8]([C:10]2[N:11]=[C:12]([C:25]3[CH:30]=[CH:29][C:28]([Cl:31])=[CH:27][C:26]=3[Cl:32])[N:13]([C:17]3[CH:18]=[CH:19][C:20]([OH:23])=[CH:21][CH:22]=3)[C:14]=2[CH2:15][OH:16])=[O:9])[CH2:6][CH2:5][CH2:4][CH2:3][CH2:2]1. The yield is 0.610. (4) The reactants are [C:1]1([CH2:7][CH:8]([O:13][C:14]2[CH:23]=[CH:22][C:21]3[C:16](=[CH:17][CH:18]=[C:19]([C:24]4[N:25]([CH2:35][C:36]5[CH:41]=[CH:40][C:39]([C:42]([F:45])([F:44])[F:43])=[CH:38][CH:37]=5)[C:26]([C:29]5[CH:34]=[CH:33][CH:32]=[CH:31][CH:30]=5)=[CH:27][CH:28]=4)[CH:20]=3)[CH:15]=2)[C:9]([O:11]C)=[O:10])[CH:6]=[CH:5][CH:4]=[CH:3][CH:2]=1.[OH-].[Na+].C1COCC1.CO. The catalyst is O. The product is [C:1]1([CH2:7][CH:8]([O:13][C:14]2[CH:23]=[CH:22][C:21]3[C:16](=[CH:17][CH:18]=[C:19]([C:24]4[N:25]([CH2:35][C:36]5[CH:37]=[CH:38][C:39]([C:42]([F:45])([F:43])[F:44])=[CH:40][CH:41]=5)[C:26]([C:29]5[CH:34]=[CH:33][CH:32]=[CH:31][CH:30]=5)=[CH:27][CH:28]=4)[CH:20]=3)[CH:15]=2)[C:9]([OH:11])=[O:10])[CH:6]=[CH:5][CH:4]=[CH:3][CH:2]=1. The yield is 0.710. (5) The reactants are [NH2:1][C:2]1[C:11]([Cl:12])=[N:10][C:9]2[C:4](=[CH:5][CH:6]=[CH:7][CH:8]=2)[N:3]=1.Br[CH2:14][CH:15](OCC)OCC.C(=O)([O-])[O-].[Na+].[Na+]. The catalyst is O.C1COCC1. The product is [Cl:12][C:11]1[C:2]2[N:3]([CH:14]=[CH:15][N:1]=2)[C:4]2[C:9]([N:10]=1)=[CH:8][CH:7]=[CH:6][CH:5]=2. The yield is 0.930.